This data is from Forward reaction prediction with 1.9M reactions from USPTO patents (1976-2016). The task is: Predict the product of the given reaction. (1) Given the reactants [Cl:1][C:2]1[CH:11]=[C:10]2[C:5]([CH:6]=[CH:7][CH:8]=[C:9]2[NH2:12])=[CH:4][CH:3]=1.[H+].[B-:14]([F:18])([F:17])([F:16])[F:15].[N:19]([O-])=O.[Na+], predict the reaction product. The product is: [F:15][B-:14]([F:18])([F:17])[F:16].[Cl:1][C:2]1[CH:11]=[C:10]2[C:5]([CH:6]=[CH:7][CH:8]=[C:9]2[N+:12]#[N:19])=[CH:4][CH:3]=1. (2) Given the reactants C(OC(=O)[NH:7][C:8]1([C:11]2[O:12][C:13]([S:16]([CH3:19])(=[O:18])=[O:17])=[CH:14][CH:15]=2)[CH2:10][CH2:9]1)(C)(C)C.O1CCOCC1.[ClH:27], predict the reaction product. The product is: [ClH:27].[CH3:19][S:16]([C:13]1[O:12][C:11]([C:8]2([NH2:7])[CH2:10][CH2:9]2)=[CH:15][CH:14]=1)(=[O:18])=[O:17]. (3) Given the reactants [Cl:1][C:2]1[CH:7]=[CH:6][C:5]([CH:8]([C:37]2[CH:42]=[CH:41][C:40]([Cl:43])=[CH:39][CH:38]=2)[C:9]2[CH:10]=[C:11]3[C:16](=[CH:17][CH:18]=2)[N:15]=[N:14][CH:13]=[C:12]3[NH:19][CH:20]2[CH2:25][CH2:24][N:23]([CH2:26][C:27]3[CH:36]=[CH:35][C:30]([C:31]([O:33]C)=[O:32])=[CH:29][CH:28]=3)[CH2:22][CH2:21]2)=[CH:4][CH:3]=1.[OH-].[Na+].CO.Cl, predict the reaction product. The product is: [Cl:1][C:2]1[CH:7]=[CH:6][C:5]([CH:8]([C:37]2[CH:38]=[CH:39][C:40]([Cl:43])=[CH:41][CH:42]=2)[C:9]2[CH:10]=[C:11]3[C:16](=[CH:17][CH:18]=2)[N:15]=[N:14][CH:13]=[C:12]3[NH:19][CH:20]2[CH2:21][CH2:22][N:23]([CH2:26][C:27]3[CH:36]=[CH:35][C:30]([C:31]([OH:33])=[O:32])=[CH:29][CH:28]=3)[CH2:24][CH2:25]2)=[CH:4][CH:3]=1. (4) Given the reactants Br[C:2]1[C:7]2=[N:8][C:9]([C:12]([NH2:14])=[O:13])=[CH:10][N:11]=[C:6]2[CH:5]=[N:4][CH:3]=1.[F:15][C:16]1[CH:17]=[C:18](B(O)O)[CH:19]=[CH:20][C:21]=1[F:22].C(=O)([O-])[O-].[Cs+].[Cs+].O1CCOCC1, predict the reaction product. The product is: [F:15][C:16]1[CH:17]=[C:18]([C:2]2[C:7]3=[N:8][C:9]([C:12]([NH2:14])=[O:13])=[CH:10][N:11]=[C:6]3[CH:5]=[N:4][CH:3]=2)[CH:19]=[CH:20][C:21]=1[F:22]. (5) Given the reactants [O:1]=[C:2]([CH3:6])[CH2:3][C:4]#[N:5].[CH3:7][N:8]([CH:10](OC)OC)[CH3:9], predict the reaction product. The product is: [CH3:9][N:8](/[CH:10]=[C:3](/[C:2](=[O:1])[CH3:6])\[C:4]#[N:5])[CH3:7]. (6) Given the reactants [Cl:1][C:2]1[C:7]([F:8])=[CH:6][CH:5]=[C:4]([Cl:9])[C:3]=1[C@H:10]([O:12][C:13]1[C:14]2[O:22][CH:21]=[C:20]([C:23]3[CH2:24][CH2:25][NH:26][CH2:27][CH:28]=3)[C:15]=2[CH:16]=[N:17][C:18]=1[NH2:19])[CH3:11].O=[CH:30][CH2:31][NH:32]C(=O)OC(C)(C)C.C(O[BH-](OC(=O)C)OC(=O)C)(=O)C.[Na+].C(Cl)Cl.Cl.O1CCOCC1.CCOCC, predict the reaction product. The product is: [NH2:32][CH2:31][CH2:30][N:26]1[CH2:25][CH:24]=[C:23]([C:20]2[C:15]3[CH:16]=[N:17][C:18]([NH2:19])=[C:13]([O:12][C@@H:10]([C:3]4[C:4]([Cl:9])=[CH:5][CH:6]=[C:7]([F:8])[C:2]=4[Cl:1])[CH3:11])[C:14]=3[O:22][CH:21]=2)[CH2:28][CH2:27]1.